Dataset: Forward reaction prediction with 1.9M reactions from USPTO patents (1976-2016). Task: Predict the product of the given reaction. (1) Given the reactants [CH3:1][O:2][C:3](=[O:24])[CH:4]([C:9](=[O:23])[C:10]1[CH:15]=[C:14]([Br:16])[CH:13]=[CH:12][C:11]=1[S:17][C:18](=[O:22])N(C)C)C(OC)=O, predict the reaction product. The product is: [CH3:1][O:2][C:3]([C:4]1[C:18](=[O:22])[S:17][C:11]2[C:10]([C:9]=1[OH:23])=[CH:15][C:14]([Br:16])=[CH:13][CH:12]=2)=[O:24]. (2) Given the reactants [F:1][C:2]([F:14])([F:13])[C:3]([OH:12])([C:8]([F:11])([F:10])[F:9])[C:4]([O:6]C)=[O:5].[OH-].[Na+].Cl.[Cl-].[C:19]1([S+:25]([C:32]2[CH:37]=[CH:36][CH:35]=[CH:34][CH:33]=2)[C:26]2[CH:31]=[CH:30][CH:29]=[CH:28][CH:27]=2)[CH:24]=[CH:23][CH:22]=[CH:21][CH:20]=1, predict the reaction product. The product is: [F:1][C:2]([F:13])([F:14])[C:3]([OH:12])([C:8]([F:10])([F:9])[F:11])[C:4]([O-:6])=[O:5].[C:32]1([S+:25]([C:19]2[CH:20]=[CH:21][CH:22]=[CH:23][CH:24]=2)[C:26]2[CH:31]=[CH:30][CH:29]=[CH:28][CH:27]=2)[CH:33]=[CH:34][CH:35]=[CH:36][CH:37]=1. (3) Given the reactants [CH:1]1([C:11]([O:13]C)=[O:12])[CH2:6][CH2:5][CH:4]([C:7]([O:9][CH3:10])=[O:8])[CH2:3][CH2:2]1.[OH-].[Ba+2].[OH-], predict the reaction product. The product is: [CH3:10][O:9][C:7]([CH:4]1[CH2:5][CH2:6][CH:1]([C:11]([OH:13])=[O:12])[CH2:2][CH2:3]1)=[O:8].